Dataset: Full USPTO retrosynthesis dataset with 1.9M reactions from patents (1976-2016). Task: Predict the reactants needed to synthesize the given product. (1) Given the product [Cl:17][C:14]1[CH:15]=[CH:16][C:11]([C:5]2([C:3]3[N:32]=[C:30]([NH:29][CH2:28][CH2:27][CH2:26][N:23]4[CH2:22][CH2:21][O:20][CH2:25][CH2:24]4)[S:31][CH:2]=3)[CH2:10][CH2:9][CH2:8][CH2:7][CH2:6]2)=[CH:12][CH:13]=1, predict the reactants needed to synthesize it. The reactants are: Cl[CH2:2][C:3]([C:5]1([C:11]2[CH:16]=[CH:15][C:14]([Cl:17])=[CH:13][CH:12]=2)[CH2:10][CH2:9][CH2:8][CH2:7][CH2:6]1)=O.[I-].[Na+].[O:20]1[CH2:25][CH2:24][N:23]([CH2:26][CH2:27][CH2:28][NH:29][C:30]([NH2:32])=[S:31])[CH2:22][CH2:21]1. (2) Given the product [Br:1][C:2]1[N:7]=[CH:6][C:5]2[C:8]([CH:15]3[CH2:14][NH:13][C:12](=[O:11])[CH2:16]3)=[CH:9][NH:10][C:4]=2[CH:3]=1, predict the reactants needed to synthesize it. The reactants are: [Br:1][C:2]1[N:7]=[CH:6][C:5]2[CH:8]=[CH:9][NH:10][C:4]=2[CH:3]=1.[O:11]=[C:12]1[CH:16]=[CH:15][CH2:14][N:13]1C(OC(C)(C)C)=O. (3) The reactants are: C(OC([NH:8][CH2:9][C:10]1[CH:11]=[C:12]([C:16]2[N:21]=[C:20]([C:22]([NH:24][C:25]3[CH:30]=[CH:29][CH:28]=[CH:27][C:26]=3[CH2:31]C(OC(C)(C)C)=O)=[O:23])[CH:19]=[C:18](Cl)[CH:17]=2)[CH:13]=[CH:14][CH:15]=1)=O)(C)(C)C.[C:40]1(B(O)O)[CH:45]=[CH:44][CH:43]=[CH:42][CH:41]=1.[C:49](=[O:52])([O-])[O-:50].[Cs+].[Cs+].O1CCOCC1. Given the product [NH2:8][CH2:9][C:10]1[CH:11]=[C:12]([C:16]2[N:21]=[C:20]([C:22]([NH:24][C:25]3[CH:30]=[CH:29][CH:28]=[CH:27][C:26]=3[CH2:31][C:49]([OH:50])=[O:52])=[O:23])[CH:19]=[C:18]([C:40]3[CH:45]=[CH:44][CH:43]=[CH:42][CH:41]=3)[CH:17]=2)[CH:13]=[CH:14][CH:15]=1, predict the reactants needed to synthesize it.